This data is from Catalyst prediction with 721,799 reactions and 888 catalyst types from USPTO. The task is: Predict which catalyst facilitates the given reaction. (1) Reactant: [C:1]([O:5][C:6]([C:8]1[C:26]([F:27])=[CH:25][C:11]([O:12][CH2:13][CH:14]2[CH2:17][N:16]([C:18]([O:20][C:21]([CH3:24])([CH3:23])[CH3:22])=[O:19])[CH2:15]2)=[C:10](Cl)[CH:9]=1)=[O:7])([CH3:4])([CH3:3])[CH3:2].[CH:29]1(B(O)O)[CH2:31][CH2:30]1.P([O-])([O-])([O-])=O.[K+].[K+].[K+].F[B-](F)(F)F.C1(P(C2CCCCC2)C2CCCCC2)CCCCC1. Product: [C:1]([O:5][C:6]([C:8]1[C:26]([F:27])=[CH:25][C:11]([O:12][CH2:13][CH:14]2[CH2:17][N:16]([C:18]([O:20][C:21]([CH3:24])([CH3:23])[CH3:22])=[O:19])[CH2:15]2)=[C:10]([CH:29]2[CH2:31][CH2:30]2)[CH:9]=1)=[O:7])([CH3:4])([CH3:3])[CH3:2]. The catalyst class is: 498. (2) Product: [Br:1][C:2]1[C:10]2[N:9]=[C:8]([CH3:11])[N:7]([CH2:12][C:13]3[CH:18]=[CH:17][CH:16]=[C:15]([C:19]([F:21])([F:20])[F:22])[C:14]=3[CH3:23])[C:6]=2[CH:5]=[C:4]([NH2:24])[CH:3]=1. The catalyst class is: 5. Reactant: [Br:1][C:2]1[C:10]2[N:9]=[C:8]([CH3:11])[N:7]([CH2:12][C:13]3[CH:18]=[CH:17][CH:16]=[C:15]([C:19]([F:22])([F:21])[F:20])[C:14]=3[CH3:23])[C:6]=2[CH:5]=[C:4]([N+:24]([O-])=O)[CH:3]=1.Cl.Cl[Sn]Cl.